Dataset: Forward reaction prediction with 1.9M reactions from USPTO patents (1976-2016). Task: Predict the product of the given reaction. (1) Given the reactants Br[C:2]1[CH:7]=[CH:6][C:5]([N:8]2[CH:12]=[N:11][C:10]([CH3:13])=[N:9]2)=[C:4]([O:14][CH3:15])[CH:3]=1.[CH2:16]([OH:22])[CH2:17][CH2:18][CH2:19][C:20]#[CH:21].C(N(CC)CC)C, predict the reaction product. The product is: [CH3:15][O:14][C:4]1[CH:3]=[C:2]([C:21]#[C:20][CH2:19][CH2:18][CH2:17][CH2:16][OH:22])[CH:7]=[CH:6][C:5]=1[N:8]1[CH:12]=[N:11][C:10]([CH3:13])=[N:9]1. (2) The product is: [Br:1][CH2:7][C:6](=[O:8])[CH:5]([O:9][CH3:10])[O:4][CH3:3]. Given the reactants [Br:1]Br.[CH3:3][O:4][CH:5]([O:9][CH3:10])[C:6](=[O:8])[CH3:7], predict the reaction product. (3) The product is: [CH3:19][NH:18][CH2:17][C:15]1[S:16][C:11]2[C:10]([N:27]3[CH2:32][CH2:31][O:30][CH2:29][CH2:28]3)=[N:9][C:8]([C:4]3[CH:3]=[C:2]([OH:1])[CH:7]=[CH:6][CH:5]=3)=[N:13][C:12]=2[CH:14]=1. Given the reactants [OH:1][C:2]1[CH:3]=[C:4]([C:8]2[N:9]=[C:10]([N:27]3[CH2:32][CH2:31][O:30][CH2:29][CH2:28]3)[C:11]3[S:16][C:15]([CH2:17][N:18](C)[C:19](=O)OC(C)(C)C)=[CH:14][C:12]=3[N:13]=2)[CH:5]=[CH:6][CH:7]=1.Cl, predict the reaction product. (4) The product is: [F:1][C:2]1[CH:7]=[CH:6][CH:5]=[C:4]([CH2:8][F:9])[C:3]=1[O:29][C:26]1[CH:27]=[C:28]2[C:23](=[CH:24][CH:25]=1)[N:22]=[CH:21][N:20]=[C:19]2[NH:11][C:12]1[CH:16]=[CH:15][N:14]([CH3:17])[N:13]=1. Given the reactants [F:1][C:2]1[CH:7]=[CH:6][CH:5]=[C:4]([CH2:8][F:9])[C:3]=1F.[NH2:11][C:12]1[CH:16]=[CH:15][N:14]([CH3:17])[N:13]=1.Cl[C:19]1[C:28]2[C:23](=[CH:24][CH:25]=[C:26]([OH:29])[CH:27]=2)[N:22]=[CH:21][N:20]=1, predict the reaction product. (5) Given the reactants [F:1][C:2]1[CH:7]=[CH:6][C:5]([N:8]2[C:16]3[C:11](=[CH:12][C:13]([O:17][C@H:18]([C:22]4[CH:27]=[CH:26][CH:25]=[C:24]([O:28][CH3:29])[CH:23]=4)[C@@H:19]([NH2:21])[CH3:20])=[CH:14][CH:15]=3)[CH:10]=[N:9]2)=[CH:4][CH:3]=1.Cl[C:31](=[O:38])[C:32]([O:34][CH:35]([CH3:37])[CH3:36])=[O:33], predict the reaction product. The product is: [CH3:36][CH:35]([O:34][C:32]([C:31](=[O:38])[NH:21][C@@H:19]([CH3:20])[C@H:18]([O:17][C:13]1[CH:12]=[C:11]2[C:16](=[CH:15][CH:14]=1)[N:8]([C:5]1[CH:4]=[CH:3][C:2]([F:1])=[CH:7][CH:6]=1)[N:9]=[CH:10]2)[C:22]1[CH:27]=[CH:26][CH:25]=[C:24]([O:28][CH3:29])[CH:23]=1)=[O:33])[CH3:37]. (6) Given the reactants [Br:1][C:2]1[CH:3]=[C:4]([C:10]2[S:14][C:13]([NH:15][CH:16]([CH3:18])[CH3:17])=[N:12][CH:11]=2)[CH:5]=[N:6][C:7]=1[O:8]C.Cl.[OH-].[Na+], predict the reaction product. The product is: [Br:1][C:2]1[C:7](=[O:8])[NH:6][CH:5]=[C:4]([C:10]2[S:14][C:13]([NH:15][CH:16]([CH3:17])[CH3:18])=[N:12][CH:11]=2)[CH:3]=1. (7) Given the reactants [CH3:1][O:2][C:3]1[CH:4]=[CH:5][C:6]([C@H:9]2[CH2:11][C@@H:10]2[CH2:12][O:13][C:14]2[C:19]([C:20]3[CH:25]=[CH:24][N:23]([CH2:26][C:27]([O:29]C)=[O:28])[C:22](=[O:31])[CH:21]=3)=[CH:18][N:17]=[C:16]([CH3:32])[N:15]=2)=[N:7][CH:8]=1.[Li+].[OH-].Cl, predict the reaction product. The product is: [CH3:1][O:2][C:3]1[CH:4]=[CH:5][C:6]([C@H:9]2[CH2:11][C@@H:10]2[CH2:12][O:13][C:14]2[C:19]([C:20]3[CH:25]=[CH:24][N:23]([CH2:26][C:27]([OH:29])=[O:28])[C:22](=[O:31])[CH:21]=3)=[CH:18][N:17]=[C:16]([CH3:32])[N:15]=2)=[N:7][CH:8]=1.